From a dataset of Experimentally validated miRNA-target interactions with 360,000+ pairs, plus equal number of negative samples. Binary Classification. Given a miRNA mature sequence and a target amino acid sequence, predict their likelihood of interaction. (1) The miRNA is hsa-miR-3650 with sequence AGGUGUGUCUGUAGAGUCC. The protein sequence of the target gene is MASPLTRFLSLNLLLLGESIILGSGEAKPQAPELRIFPKKMDAELGQKVDLVCEVLGSVSQGCSWLFQNSSSKLPQPTFVVYMASSHNKITWDEKLNSSKLFSAMRDTNNKYVLTLNKFSKENEGYYFCSVISNSVMYFSSVVPVLQKVNSTTTKPVLRTPSPVHPTGTSQPQRPEDCRPRGSVKGTGLDFACDIYIWAPLAGICVALLLSLIITLICYHRSRKRVCKCPRPLVRQEGKPRPSEKIV. Result: 0 (no interaction). (2) The miRNA is rno-miR-30c-5p with sequence UGUAAACAUCCUACACUCUCAGC. The protein sequence of the target gene is MAANCTSSWSLGESCNRPGLELPRSMASSETQLGNHDVDPEISHVNFRMFSCPKESDPIQALRKLTELCHLWLRPDLHTKEQILDMLVMEQFMISMPQELQVLVMMNGVQSCKDLEDLLRNNRRPKKWSVVTFHGKEYIVQDSDIEMAEAPSSVRDDLKDVSSQRASSVNQMRPGEGQAHRELQILPRVPALSRRQGEDFLLHKSIDVTGDPKSLRPKQTLEKDLKENREENPGLTSPEPQLPKSPTDLVRAKEGKDPPKIASVENVDADTPSACVVEREASTHSGNRGDALNLSSPKRS.... Result: 0 (no interaction). (3) The miRNA is hsa-miR-5585-3p with sequence CUGAAUAGCUGGGACUACAGGU. The protein sequence of the target gene is MAWDMCNQDSESVWSDIECAALVGEDQPLCPDLPELDLSELDVNDLDTDSFLGGLKWCSDQSEIISNQYNNEPSNIFEKIDEENEANLLAVLTETLDSLPVDEDGLPSFDALTDGDVTTDNEASPSSMPDGTPPPQEAEEPSLLKKLLLAPANTQLSYNECSGLSTQNHANHNHRIRTNPAIVKTENSWSNKAKSICQQQKPQRRPCSELLKYLTTNDDPPHTKPTENRNSSRDKCTSKKKSHTQSQSQHLQAKPTTLSLPLTPESPNDPKGSPFENKTIERTLSVELSGTAGLTPPTTP.... Result: 1 (interaction). (4) The miRNA is hsa-miR-20a-5p with sequence UAAAGUGCUUAUAGUGCAGGUAG. The protein sequence of the target gene is MVPPRRHRGAGRPGVLSSSPPFRLRSAKFSGIALEDLRRALKTRLQMVCVFVMNRMNSQNSGFTQRRRMALGIVILLLVDVIWVASSELTSYVFTQYNKPFFSTFAKTSMFVLYLLGFIIWKPWRQQCTRGLRGKHAAFFADAEGYFAACTTDTTMNSSLSEPLYVPVKFHDLPSEKPESTNIDTEKTPKKSRVRFSNIMEIRQLPSSHALEAKLSRMSYPVKEQESILKTVGKLTATQVAKISFFFCFVWFLANLSYQEALSDTQVAIVNILSSTSGLFTLILAAVFPSNSGDRFTLSK.... Result: 1 (interaction). (5) The miRNA is mmu-miR-551b-3p with sequence GCGACCCAUACUUGGUUUCAG. The protein sequence of the target gene is MEEHGVTQTEHMATIEAHAVAQQVQQVHVATYTEHSMLSADEDSPSSPEDTSYDDSDILNSTAADEVTAHLAAAGPVGMAAAAAVATGKKRKRPHVFESNPSIRKRQQTRLLRKLRATLDEYTTRVGQQAIVLCISPSKPNPVFKVFGAAPLENVVRKYKSMILEDLESALAEHAPAPQEVNSELPPLTIDGIPVSVDKMTQAQLRAFIPEMLKYSTGRGKPGWGKESCKPIWWPEDIPWANVRSDVRTEEQKQRVSWTQALRTIVKNCYKQHGREDLLYAFEDQQTQTQATTTHSIAHL.... Result: 0 (no interaction).